Dataset: Peptide-MHC class I binding affinity with 185,985 pairs from IEDB/IMGT. Task: Regression. Given a peptide amino acid sequence and an MHC pseudo amino acid sequence, predict their binding affinity value. This is MHC class I binding data. (1) The binding affinity (normalized) is 0.0847. The peptide sequence is PRFGSCYFL. The MHC is HLA-A02:06 with pseudo-sequence HLA-A02:06. (2) The peptide sequence is ATRAVMMGL. The MHC is HLA-B18:01 with pseudo-sequence HLA-B18:01. The binding affinity (normalized) is 0.0847. (3) The peptide sequence is VEITPYKPTW. The MHC is HLA-A30:01 with pseudo-sequence HLA-A30:01. The binding affinity (normalized) is 0.213. (4) The peptide sequence is LVGKLNWASQIY. The MHC is HLA-A29:02 with pseudo-sequence HLA-A29:02. The binding affinity (normalized) is 0.153.